From a dataset of Forward reaction prediction with 1.9M reactions from USPTO patents (1976-2016). Predict the product of the given reaction. (1) Given the reactants [Cl:1][C:2]1[C:7]([C:8]2[CH:13]=[CH:12][CH:11]=[C:10]([CH:14]=O)[CH:9]=2)=[CH:6][C:5]([CH2:16][NH:17][C:18]([C:20]2[CH:25]=[CH:24][CH:23]=[C:22]([C:26]([NH:28][CH2:29][C:30]3[C:31]([NH:43][CH:44]4[CH2:49][CH2:48][O:47][CH2:46][CH2:45]4)=[C:32]4[CH:40]=[N:39][N:38]([CH2:41][CH3:42])[C:33]4=[N:34][C:35]=3[CH2:36][CH3:37])=[O:27])[N:21]=2)=[O:19])=[CH:4][CH:3]=1.[CH3:50][N:51]1[CH2:56][CH2:55][NH:54][CH2:53][CH2:52]1.C(O[BH-](OC(=O)C)OC(=O)C)(=O)C.[Na+].C(O)(=O)C, predict the reaction product. The product is: [Cl:1][C:2]1[C:7]([C:8]2[CH:13]=[CH:12][CH:11]=[C:10]([CH2:14][N:54]3[CH2:55][CH2:56][N:51]([CH3:50])[CH2:52][CH2:53]3)[CH:9]=2)=[CH:6][C:5]([CH2:16][NH:17][C:18]([C:20]2[CH:25]=[CH:24][CH:23]=[C:22]([C:26]([NH:28][CH2:29][C:30]3[C:31]([NH:43][CH:44]4[CH2:45][CH2:46][O:47][CH2:48][CH2:49]4)=[C:32]4[CH:40]=[N:39][N:38]([CH2:41][CH3:42])[C:33]4=[N:34][C:35]=3[CH2:36][CH3:37])=[O:27])[N:21]=2)=[O:19])=[CH:4][CH:3]=1. (2) The product is: [NH2:25][C:14]1[N:13]=[C:12]([N:8]2[CH:7]([CH3:26])[CH2:6][C:5]3[C:10](=[CH:11][C:2]([C:35]4[CH2:40][CH2:39][N:38]([C:41]([O:43][C:44]([CH3:47])([CH3:46])[CH3:45])=[O:42])[CH2:37][CH:36]=4)=[CH:3][CH:4]=3)[CH2:9]2)[CH:17]=[C:16]([N:18]2[CH2:23][CH2:22][N:21]([CH3:24])[CH2:20][CH2:19]2)[N:15]=1. Given the reactants Br[C:2]1[CH:11]=[C:10]2[C:5]([CH2:6][CH:7]([CH3:26])[N:8]([C:12]3[CH:17]=[C:16]([N:18]4[CH2:23][CH2:22][N:21]([CH3:24])[CH2:20][CH2:19]4)[N:15]=[C:14]([NH2:25])[N:13]=3)[CH2:9]2)=[CH:4][CH:3]=1.CC1(C)C(C)(C)OB([C:35]2[CH2:36][CH2:37][N:38]([C:41]([O:43][C:44]([CH3:47])([CH3:46])[CH3:45])=[O:42])[CH2:39][CH:40]=2)O1.ClCCl.C(=O)([O-])[O-].[K+].[K+], predict the reaction product. (3) Given the reactants Cl.Cl.[NH2:3][C@@H:4]1[CH2:6][C@H:5]1[C:7]1[CH:8]=[C:9]([CH:22]=[CH:23][CH:24]=1)[C:10]([NH:12][C:13]1[CH:14]=[N:15][N:16]([CH2:18][CH:19]2[CH2:21][CH2:20]2)[CH:17]=1)=[O:11].C(=O)([O-])O.[Na+].[CH:30]1([CH:33]=O)[CH2:32][CH2:31]1.[BH4-].[Na+].[C:45](O[C:45]([O:47][C:48]([CH3:51])([CH3:50])[CH3:49])=[O:46])([O:47][C:48]([CH3:51])([CH3:50])[CH3:49])=[O:46], predict the reaction product. The product is: [CH:30]1([CH2:33][N:3]([C@@H:4]2[CH2:6][C@H:5]2[C:7]2[CH:24]=[CH:23][CH:22]=[C:9]([C:10](=[O:11])[NH:12][C:13]3[CH:14]=[N:15][N:16]([CH2:18][CH:19]4[CH2:20][CH2:21]4)[CH:17]=3)[CH:8]=2)[C:45](=[O:46])[O:47][C:48]([CH3:49])([CH3:50])[CH3:51])[CH2:32][CH2:31]1. (4) Given the reactants [OH:1][C:2]([CH3:7])([CH3:6])[C:3](Cl)=[O:4].O[NH:9]/[C:10](/[C:13]1[S:14][CH:15]=[C:16]([C:18]([O:20][C:21]([CH3:24])([CH3:23])[CH3:22])=[O:19])[N:17]=1)=[N:11]\[H], predict the reaction product. The product is: [OH:1][C:2]([C:3]1[O:4][N:9]=[C:10]([C:13]2[S:14][CH:15]=[C:16]([C:18]([O:20][C:21]([CH3:24])([CH3:23])[CH3:22])=[O:19])[N:17]=2)[N:11]=1)([CH3:7])[CH3:6]. (5) Given the reactants Br[C:2]1[CH:11]=[C:10]2[C:5]([CH:6]=[C:7]([NH:12][C:13]([CH:15]3[CH2:17][CH2:16]3)=[O:14])[N:8]=[CH:9]2)=[CH:4][CH:3]=1.[CH3:18][C:19]([CH3:30])=[CH:20]B1OC(C)(C)C(C)(C)O1.C(=O)([O-])[O-].[K+].[K+].O1CCOCC1.O, predict the reaction product. The product is: [CH3:20][C:19]([CH3:30])=[CH:18][C:2]1[CH:11]=[C:10]2[C:5]([CH:6]=[C:7]([NH:12][C:13]([CH:15]3[CH2:17][CH2:16]3)=[O:14])[N:8]=[CH:9]2)=[CH:4][CH:3]=1. (6) Given the reactants [Cl:1][C:2]1[N:11]=[CH:10][C:9]2[N:8]([CH2:12][CH:13]3[CH2:17][CH2:16][O:15][CH2:14]3)[C:7](=[O:18])[CH:6]3[CH2:19][O:20][CH2:21][CH2:22][N:5]3[C:4]=2[N:3]=1.IC.[CH3:25]C([O-])(C)C.[Na+], predict the reaction product. The product is: [Cl:1][C:2]1[N:11]=[CH:10][C:9]2[N:8]([CH2:12][CH:13]3[CH2:17][CH2:16][O:15][CH2:14]3)[C:7](=[O:18])[C:6]3([CH3:25])[CH2:19][O:20][CH2:21][CH2:22][N:5]3[C:4]=2[N:3]=1.